From a dataset of NCI-60 drug combinations with 297,098 pairs across 59 cell lines. Regression. Given two drug SMILES strings and cell line genomic features, predict the synergy score measuring deviation from expected non-interaction effect. (1) Drug 1: CC1=C(C=C(C=C1)NC(=O)C2=CC=C(C=C2)CN3CCN(CC3)C)NC4=NC=CC(=N4)C5=CN=CC=C5. Drug 2: CC12CCC3C(C1CCC2OP(=O)(O)O)CCC4=C3C=CC(=C4)OC(=O)N(CCCl)CCCl.[Na+]. Cell line: NCI/ADR-RES. Synergy scores: CSS=-3.07, Synergy_ZIP=3.91, Synergy_Bliss=7.73, Synergy_Loewe=-2.76, Synergy_HSA=-2.16. (2) Drug 1: CC1=C(C(CCC1)(C)C)C=CC(=CC=CC(=CC(=O)O)C)C. Drug 2: CC(C)CN1C=NC2=C1C3=CC=CC=C3N=C2N. Cell line: A549. Synergy scores: CSS=22.7, Synergy_ZIP=3.88, Synergy_Bliss=3.82, Synergy_Loewe=3.09, Synergy_HSA=3.02. (3) Drug 1: CCN(CC)CCNC(=O)C1=C(NC(=C1C)C=C2C3=C(C=CC(=C3)F)NC2=O)C. Drug 2: CS(=O)(=O)OCCCCOS(=O)(=O)C. Cell line: HS 578T. Synergy scores: CSS=-1.45, Synergy_ZIP=-0.395, Synergy_Bliss=-1.39, Synergy_Loewe=-2.15, Synergy_HSA=-2.43. (4) Drug 1: CCC1(CC2CC(C3=C(CCN(C2)C1)C4=CC=CC=C4N3)(C5=C(C=C6C(=C5)C78CCN9C7C(C=CC9)(C(C(C8N6C)(C(=O)OC)O)OC(=O)C)CC)OC)C(=O)OC)O.OS(=O)(=O)O. Drug 2: C#CCC(CC1=CN=C2C(=N1)C(=NC(=N2)N)N)C3=CC=C(C=C3)C(=O)NC(CCC(=O)O)C(=O)O. Cell line: NCI-H522. Synergy scores: CSS=2.54, Synergy_ZIP=-1.48, Synergy_Bliss=-1.69, Synergy_Loewe=0.317, Synergy_HSA=-0.356. (5) Drug 1: C1=CC=C(C=C1)NC(=O)CCCCCCC(=O)NO. Drug 2: C1CNP(=O)(OC1)N(CCCl)CCCl. Cell line: OVCAR-4. Synergy scores: CSS=-1.34, Synergy_ZIP=1.22, Synergy_Bliss=2.47, Synergy_Loewe=-9.78, Synergy_HSA=-4.67. (6) Drug 2: CN(CC1=CN=C2C(=N1)C(=NC(=N2)N)N)C3=CC=C(C=C3)C(=O)NC(CCC(=O)O)C(=O)O. Synergy scores: CSS=0.604, Synergy_ZIP=1.69, Synergy_Bliss=4.59, Synergy_Loewe=2.47, Synergy_HSA=3.31. Cell line: T-47D. Drug 1: CC1CCC2CC(C(=CC=CC=CC(CC(C(=O)C(C(C(=CC(C(=O)CC(OC(=O)C3CCCCN3C(=O)C(=O)C1(O2)O)C(C)CC4CCC(C(C4)OC)OCCO)C)C)O)OC)C)C)C)OC. (7) Drug 2: CC1C(C(CC(O1)OC2CC(CC3=C2C(=C4C(=C3O)C(=O)C5=CC=CC=C5C4=O)O)(C(=O)C)O)N)O. Cell line: SR. Synergy scores: CSS=41.7, Synergy_ZIP=3.50, Synergy_Bliss=2.53, Synergy_Loewe=-15.8, Synergy_HSA=1.90. Drug 1: CC1=C(C(CCC1)(C)C)C=CC(=CC=CC(=CC(=O)O)C)C. (8) Drug 1: CCN(CC)CCNC(=O)C1=C(NC(=C1C)C=C2C3=C(C=CC(=C3)F)NC2=O)C. Drug 2: C1CN1C2=NC(=NC(=N2)N3CC3)N4CC4. Cell line: SK-MEL-2. Synergy scores: CSS=12.7, Synergy_ZIP=1.66, Synergy_Bliss=2.13, Synergy_Loewe=-12.6, Synergy_HSA=-5.10. (9) Drug 1: CN1C(=O)N2C=NC(=C2N=N1)C(=O)N. Drug 2: C1C(C(OC1N2C=NC3=C2NC=NCC3O)CO)O. Cell line: A549. Synergy scores: CSS=4.92, Synergy_ZIP=-2.29, Synergy_Bliss=-1.41, Synergy_Loewe=4.24, Synergy_HSA=-0.461.